Dataset: Reaction yield outcomes from USPTO patents with 853,638 reactions. Task: Predict the reaction yield, written as a fraction of the theoretical maximum amount of product (1.0 means a 100% yield; for example, 0.34 means a 34% yield). (1) The reactants are [C:1]([Si:5]([CH3:37])([CH3:36])[O:6][C:7]1([C:11]2[S:12][C:13]([C:16]3[CH:17]=[C:18]([NH:25][C:26]4[N:31]=[C:30]([C:32]([F:35])([F:34])[F:33])[CH:29]=[CH:28][N:27]=4)[CH:19]=[C:20]([N+:22]([O-:24])=[O:23])[CH:21]=3)=[CH:14][N:15]=2)[CH2:10][CH2:9][CH2:8]1)([CH3:4])([CH3:3])[CH3:2].C(N(CC)CC)C.[CH3:45][C:46]([O:49][C:50](O[C:50]([O:49][C:46]([CH3:48])([CH3:47])[CH3:45])=[O:51])=[O:51])([CH3:48])[CH3:47]. The catalyst is C1COCC1.CN(C1C=CN=CC=1)C.C(OCC)(=O)C. The product is [Si:5]([O:6][C:7]1([C:11]2[S:12][C:13]([C:16]3[CH:17]=[C:18]([N:25]([C:26]4[N:31]=[C:30]([C:32]([F:33])([F:34])[F:35])[CH:29]=[CH:28][N:27]=4)[C:50](=[O:51])[O:49][C:46]([CH3:48])([CH3:47])[CH3:45])[CH:19]=[C:20]([N+:22]([O-:24])=[O:23])[CH:21]=3)=[CH:14][N:15]=2)[CH2:10][CH2:9][CH2:8]1)([C:1]([CH3:4])([CH3:3])[CH3:2])([CH3:37])[CH3:36]. The yield is 0.960. (2) The reactants are [CH2:1](Br)[C:2]1[CH:7]=[CH:6][CH:5]=[CH:4][CH:3]=1.[Br:9][C:10]1[CH:11]=[C:12]2[C:17](=[CH:18][CH:19]=1)[N:16]=[CH:15][NH:14][C:13]2=[O:20].[H-].[Na+]. The catalyst is CN(C=O)C. The product is [CH2:1]([N:14]1[C:13](=[O:20])[C:12]2[C:17](=[CH:18][CH:19]=[C:10]([Br:9])[CH:11]=2)[N:16]=[CH:15]1)[C:2]1[CH:7]=[CH:6][CH:5]=[CH:4][CH:3]=1. The yield is 0.481. (3) The reactants are [Cl:1][C:2]1[CH:7]=[CH:6][C:5]([C:8]2[S:9][C:10]([C:17](=[O:25])[NH:18][C:19]3[CH:20]=[N:21][CH:22]=[CH:23][CH:24]=3)=[CH:11][C:12]=2[CH2:13][C:14](O)=[O:15])=[CH:4][CH:3]=1.[CH3:26][N:27]([CH3:31])[CH2:28][CH2:29][NH2:30].C(N(CC)CC)C.C1CN([P+](ON2N=NC3C=CC=CC2=3)(N2CCCC2)N2CCCC2)CC1.F[P-](F)(F)(F)(F)F. The catalyst is CN1C(=O)N(C)CCC1.O. The product is [Cl:1][C:2]1[CH:3]=[CH:4][C:5]([C:8]2[S:9][C:10]([C:17]([NH:18][C:19]3[CH:20]=[N:21][CH:22]=[CH:23][CH:24]=3)=[O:25])=[CH:11][C:12]=2[CH2:13][C:14]([NH:30][CH2:29][CH2:28][N:27]([CH3:31])[CH3:26])=[O:15])=[CH:6][CH:7]=1. The yield is 0.530. (4) The reactants are Br[C:2]1[CH:3]=[C:4]([C:8]2[C:17]3[C:12](=[CH:13][C:14]([Cl:19])=[C:15]([CH3:18])[CH:16]=3)[O:11][C:10](=[O:20])[C:9]=2[CH2:21][C:22]([NH:24][C:25]2[CH:30]=[CH:29][C:28]([Cl:31])=[CH:27][C:26]=2[C:32]([F:35])([F:34])[F:33])=[O:23])[CH:5]=[CH:6][CH:7]=1.[C:36]([O:40][CH3:41])(=[O:39])[CH:37]=[CH2:38].C(N(CC)CC)C.C1(P(C2C=CC=CC=2)C2C=CC=CC=2)C=CC=CC=1. The catalyst is CN(C=O)C.CC(O)=O.CC(O)=O.[Pd].O. The yield is 0.670. The product is [Cl:19][C:14]1[CH:13]=[C:12]2[C:17]([C:8]([C:4]3[CH:3]=[C:2](/[CH:38]=[CH:37]/[C:36]([O:40][CH3:41])=[O:39])[CH:7]=[CH:6][CH:5]=3)=[C:9]([CH2:21][C:22]([NH:24][C:25]3[CH:30]=[CH:29][C:28]([Cl:31])=[CH:27][C:26]=3[C:32]([F:34])([F:35])[F:33])=[O:23])[C:10](=[O:20])[O:11]2)=[CH:16][C:15]=1[CH3:18]. (5) The reactants are [Cl:1][C:2]1[C:7]([OH:8])=[CH:6][CH:5]=[CH:4][N:3]=1.Br[CH2:10][CH2:11][O:12][C:13]1[CH:18]=[CH:17][CH:16]=[CH:15][CH:14]=1.C([O-])([O-])=O.[K+].[K+]. The catalyst is CN(C=O)C. The product is [Cl:1][C:2]1[C:7]([O:8][CH2:10][CH2:11][O:12][C:13]2[CH:18]=[CH:17][CH:16]=[CH:15][CH:14]=2)=[CH:6][CH:5]=[CH:4][N:3]=1. The yield is 0.740. (6) The reactants are [F:1][C:2]1[CH:7]=[C:6]([F:8])[C:5]([N+:9]([O-:11])=[O:10])=[CH:4][C:3]=1[S:12](Cl)(=[O:14])=[O:13].Cl.CN.C[CH2:20][N:21](CC)CC.Cl. The catalyst is C1COCC1.O. The product is [F:1][C:2]1[CH:7]=[C:6]([F:8])[C:5]([N+:9]([O-:11])=[O:10])=[CH:4][C:3]=1[S:12]([NH:21][CH3:20])(=[O:14])=[O:13]. The yield is 0.380. (7) The reactants are C([O:3][C:4]([CH:6]1[CH2:11][N:10]([C:12]([N:14]2[CH2:19][CH2:18][O:17][CH2:16][CH2:15]2)=[O:13])[CH2:9][CH2:8][N:7]1[S:20]([C:23]1[CH:28]=[CH:27][C:26]([O:29][CH2:30][C:31]#[C:32][CH3:33])=[CH:25][CH:24]=1)(=[O:22])=[O:21])=[O:5])C.O.[OH-].[Li+]. The catalyst is C1COCC1.CO.O. The product is [CH2:30]([O:29][C:26]1[CH:25]=[CH:24][C:23]([S:20]([N:7]2[CH2:8][CH2:9][N:10]([C:12]([N:14]3[CH2:19][CH2:18][O:17][CH2:16][CH2:15]3)=[O:13])[CH2:11][CH:6]2[C:4]([OH:5])=[O:3])(=[O:22])=[O:21])=[CH:28][CH:27]=1)[C:31]#[C:32][CH3:33]. The yield is 0.530. (8) The reactants are [ClH:1].CO[C:4]([CH:6]1[CH2:11][CH2:10][N:9]([CH2:12][C:13]2[CH:18]=[CH:17][CH:16]=[CH:15][CH:14]=2)[CH2:8][CH2:7]1)=[NH:5].[NH3:19]. The catalyst is CO. The product is [ClH:1].[ClH:1].[CH2:12]([N:9]1[CH2:10][CH2:11][CH:6]([C:4]([NH2:19])=[NH:5])[CH2:7][CH2:8]1)[C:13]1[CH:18]=[CH:17][CH:16]=[CH:15][CH:14]=1. The yield is 0.970.